From a dataset of Forward reaction prediction with 1.9M reactions from USPTO patents (1976-2016). Predict the product of the given reaction. (1) The product is: [NH2:8][CH2:9][C:10]1[CH:47]=[CH:46][C:13]2[N:14]([CH2:35][CH2:36][CH2:37][CH2:38][O:39][C:40](=[O:45])[C:41]([CH3:43])([CH3:44])[CH3:42])[C:15]([CH2:17][N:18]3[C:27]4[C:22](=[CH:23][CH:24]=[CH:25][CH:26]=4)[C:21](=[O:28])[N:20]([CH2:29][C:30]([F:33])([F:31])[F:32])[C:19]3=[O:34])=[N:16][C:12]=2[CH:11]=1. Given the reactants C(OC([NH:8][CH2:9][C:10]1[CH:47]=[CH:46][C:13]2[N:14]([CH2:35][CH2:36][CH2:37][CH2:38][O:39][C:40](=[O:45])[C:41]([CH3:44])([CH3:43])[CH3:42])[C:15]([CH2:17][N:18]3[C:27]4[C:22](=[CH:23][CH:24]=[CH:25][CH:26]=4)[C:21](=[O:28])[N:20]([CH2:29][C:30]([F:33])([F:32])[F:31])[C:19]3=[O:34])=[N:16][C:12]=2[CH:11]=1)=O)(C)(C)C.C(O)(C(F)(F)F)=O.Cl.O1CCOCC1, predict the reaction product. (2) Given the reactants [C:1]([O:5][C:6]([N:8]1[CH2:13][CH2:12][CH:11]([C:14](=[S:16])[NH2:15])[CH2:10][CH2:9]1)=[O:7])([CH3:4])([CH3:3])[CH3:2].Br[CH2:18][C:19](=O)[C:20]([O:22][CH2:23][CH3:24])=[O:21].C(N(CC)CC)C.CCCCCC, predict the reaction product. The product is: [C:1]([O:5][C:6]([N:8]1[CH2:13][CH2:12][CH:11]([C:14]2[S:16][CH:18]=[C:19]([C:20]([O:22][CH2:23][CH3:24])=[O:21])[N:15]=2)[CH2:10][CH2:9]1)=[O:7])([CH3:4])([CH3:2])[CH3:3].